This data is from Full USPTO retrosynthesis dataset with 1.9M reactions from patents (1976-2016). The task is: Predict the reactants needed to synthesize the given product. Given the product [CH3:34][C:29]1([CH3:35])[C:30]([CH3:33])([CH3:32])[O:31][B:27]([C:2]2[CH:3]=[CH:4][C:5]([C:8]3[CH:13]=[CH:12][C:11]([N:14]4[C:26]5[CH:25]=[CH:24][CH:23]=[CH:22][C:21]=5[C:20]5[C:15]4=[CH:16][CH:17]=[CH:18][CH:19]=5)=[CH:10][CH:9]=3)=[N:6][CH:7]=2)[O:28]1, predict the reactants needed to synthesize it. The reactants are: Br[C:2]1[CH:3]=[CH:4][C:5]([C:8]2[CH:13]=[CH:12][C:11]([N:14]3[C:26]4[CH:25]=[CH:24][CH:23]=[CH:22][C:21]=4[C:20]4[C:15]3=[CH:16][CH:17]=[CH:18][CH:19]=4)=[CH:10][CH:9]=2)=[N:6][CH:7]=1.[B:27]1([B:27]2[O:31][C:30]([CH3:33])([CH3:32])[C:29]([CH3:35])([CH3:34])[O:28]2)[O:31][C:30]([CH3:33])([CH3:32])[C:29]([CH3:35])([CH3:34])[O:28]1.C([O-])(=O)C.[K+].